From a dataset of Forward reaction prediction with 1.9M reactions from USPTO patents (1976-2016). Predict the product of the given reaction. (1) Given the reactants [CH2:1]1[CH2:9][O:8][C:7]2[C:3](=[CH:4][S:5][CH:6]=2)O1.S1C=C[CH:12]=[CH:11]1.N[C:16]1C=CC=C[CH:17]=1.N1C=CC=C1.C(C1C2NC3C(=CC=CC=3)C=2C=CC=1)=C.C#C.C1C2C(C=CC=CC=2)=CC=1.N1C2C(=CC=CC=2)C=C1.C1(C#C)C=CC=CC=1, predict the reaction product. The product is: [S:5]1[CH:4]=[CH:3][CH:7]=[C:6]1[C:11]#[CH:12].[C:4]1([SH:5])[CH:3]=[CH:7][CH:6]=[CH:17][CH:16]=1.[O:8]1[CH:7]=[CH:3][CH:1]=[CH:9]1. (2) Given the reactants Br[C:2]1[CH:3]=[CH:4][C:5]2[N:6]([CH:8]=[C:9]([C:11]([NH:13][C:14]3[CH:19]=[CH:18][CH:17]=[CH:16][CH:15]=3)=[O:12])[N:10]=2)[CH:7]=1.[C:20](C1C=CC2N(C=C(C(OCC)=O)N=2)C=1)#[N:21], predict the reaction product. The product is: [C:14]1([NH:13][C:11]([C:9]2[N:10]=[C:5]3[CH:4]=[CH:3][C:2]([C:20]#[N:21])=[CH:7][N:6]3[CH:8]=2)=[O:12])[CH:19]=[CH:18][CH:17]=[CH:16][CH:15]=1. (3) The product is: [ClH:29].[CH3:1][O:2][C:3]1[CH:8]=[C:7]([CH2:9][CH2:10][S:11][CH2:12][O:13][CH3:14])[C:6]([O:15][CH3:16])=[CH:5][C:4]=1[CH2:17][C@H:18]([NH2:20])[CH3:19]. Given the reactants [CH3:1][O:2][C:3]1[CH:8]=[C:7]([CH2:9][CH2:10][S:11][CH2:12][O:13][CH3:14])[C:6]([O:15][CH3:16])=[CH:5][C:4]=1[CH2:17][C@H:18]([NH:20]C(=O)C(F)(F)F)[CH3:19].[OH-].[Na+].[ClH:29], predict the reaction product. (4) The product is: [Cl:25][C:23]1[CH:22]=[CH:21][C:20]2[NH:26][C:27](=[O:28])[O:8][C@:9]([C:14]#[C:15][CH:16]3[CH2:18][CH2:17]3)([C:10]([F:13])([F:12])[F:11])[C:19]=2[CH:24]=1. Given the reactants C([O-])([O-])=O.[K+].[K+].C(=O)(OC(Cl)C)[O:8][C@:9]([C:19]1[CH:24]=[C:23]([Cl:25])[CH:22]=[CH:21][C:20]=1[NH:26][C:27]([C@@]12C(C)(C)[C@@](C)(CC1)C(=O)O2)=[O:28])([C:14]#[C:15][CH:16]1[CH2:18][CH2:17]1)[C:10]([F:13])([F:12])[F:11].C(OC)(C)(C)C.O, predict the reaction product.